Dataset: Forward reaction prediction with 1.9M reactions from USPTO patents (1976-2016). Task: Predict the product of the given reaction. Given the reactants [C:1]([C:3]1[CH:10]=[CH:9][C:6]([NH:7][CH3:8])=[CH:5][CH:4]=1)#[N:2].Cl[C:12]1[C:21]2[C:16](=[CH:17][CH:18]=[CH:19][CH:20]=2)[N:15]=[C:14]([CH3:22])[N:13]=1.CC([O-])=O.[Na+], predict the reaction product. The product is: [CH3:8][N:7]([C:12]1[C:21]2[C:16](=[CH:17][CH:18]=[CH:19][CH:20]=2)[N:15]=[C:14]([CH3:22])[N:13]=1)[C:6]1[CH:9]=[CH:10][C:3]([C:1]#[N:2])=[CH:4][CH:5]=1.